Dataset: Forward reaction prediction with 1.9M reactions from USPTO patents (1976-2016). Task: Predict the product of the given reaction. Given the reactants [CH3:1][C:2]1[CH:10]=[CH:9][C:5]([C:6](Cl)=[O:7])=[CH:4][C:3]=1[N+:11]([O-:13])=[O:12].[CH2:14]([OH:21])[C:15]1[CH:20]=[CH:19][CH:18]=[CH:17][CH:16]=1.C(N(CC)CC)C, predict the reaction product. The product is: [CH2:14]([O:21][C:6](=[O:7])[C:5]1[CH:9]=[CH:10][C:2]([CH3:1])=[C:3]([N+:11]([O-:13])=[O:12])[CH:4]=1)[C:15]1[CH:20]=[CH:19][CH:18]=[CH:17][CH:16]=1.